From a dataset of Forward reaction prediction with 1.9M reactions from USPTO patents (1976-2016). Predict the product of the given reaction. Given the reactants C(OC([NH:8][CH:9]([C:11]1[C:12]([O:33][CH2:34][CH3:35])=[C:13]([CH:19]2[CH2:22][N:21]([C:23]([O:25][CH2:26][C:27]3[CH:32]=[CH:31][CH:30]=[CH:29][CH:28]=3)=[O:24])[CH2:20]2)[C:14]([CH3:18])=[C:15]([Cl:17])[CH:16]=1)[CH3:10])=O)(C)(C)C.Cl.O1CCOCC1.C(Cl)Cl, predict the reaction product. The product is: [ClH:17].[NH2:8][CH:9]([C:11]1[C:12]([O:33][CH2:34][CH3:35])=[C:13]([CH:19]2[CH2:22][N:21]([C:23]([O:25][CH2:26][C:27]3[CH:32]=[CH:31][CH:30]=[CH:29][CH:28]=3)=[O:24])[CH2:20]2)[C:14]([CH3:18])=[C:15]([Cl:17])[CH:16]=1)[CH3:10].